From a dataset of Forward reaction prediction with 1.9M reactions from USPTO patents (1976-2016). Predict the product of the given reaction. (1) Given the reactants [CH3:1][C:2]1([CH3:19])[S:6][C:5](=[O:7])[N:4]([CH2:8][C:9]2[CH:14]=[CH:13][CH:12]=[CH:11][C:10]=2[N+:15]([O-:17])=[O:16])[C:3]1=[O:18].[BH4-].[Li+].[Cl-].[NH4+], predict the reaction product. The product is: [OH:18][CH:3]1[C:2]([CH3:1])([CH3:19])[S:6][C:5](=[O:7])[N:4]1[CH2:8][C:9]1[CH:14]=[CH:13][CH:12]=[CH:11][C:10]=1[N+:15]([O-:17])=[O:16]. (2) Given the reactants [NH2:1][C:2]1[S:3][CH:4]=[C:5]([C:7]2[CH:12]=[CH:11][CH:10]=[C:9]([N+:13]([O-:15])=[O:14])[CH:8]=2)[N:6]=1.[Cl:16][C:17]1[C:18]([CH3:27])=[C:19]([S:23](Cl)(=[O:25])=[O:24])[CH:20]=[CH:21][CH:22]=1, predict the reaction product. The product is: [Cl:16][C:17]1[C:18]([CH3:27])=[C:19]([S:23]([NH:1][C:2]2[S:3][CH:4]=[C:5]([C:7]3[CH:12]=[CH:11][CH:10]=[C:9]([N+:13]([O-:15])=[O:14])[CH:8]=3)[N:6]=2)(=[O:25])=[O:24])[CH:20]=[CH:21][CH:22]=1. (3) Given the reactants [CH3:1][CH:2]([CH:5]=[CH2:6])[CH2:3][OH:4].[H-].[Na+].[C:9]([O:12]I)(=[O:11])[CH3:10].[Na].Cl, predict the reaction product. The product is: [CH3:1][CH:2]([CH:5]=[CH2:6])[CH2:3][O:4][CH2:10][C:9]([OH:12])=[O:11]. (4) Given the reactants [OH:1][C:2]1[CH:7]=[C:6]([O:8][CH3:9])[CH:5]=[CH:4][C:3]=1[C:10](=[O:12])[CH3:11].[CH:13]1([CH:16]=O)[CH2:15][CH2:14]1.Cl, predict the reaction product. The product is: [CH:13]1([CH:16]=[CH:11][C:10]([C:3]2[CH:4]=[CH:5][C:6]([O:8][CH3:9])=[CH:7][C:2]=2[OH:1])=[O:12])[CH2:15][CH2:14]1. (5) Given the reactants [C:1]([O:5][CH2:6][C:7]1[CH:12]=[CH:11][CH:10]=[CH:9][CH:8]=1)(=[O:4])[CH2:2][OH:3].CC[O:15][C:16]([CH3:18])=[O:17], predict the reaction product. The product is: [CH2:6]([O:5][C:1]([CH2:2][O:3][C:2](=[O:3])[C@@H:1]([OH:4])[CH2:18][C:16]([OH:15])=[O:17])=[O:4])[C:7]1[CH:12]=[CH:11][CH:10]=[CH:9][CH:8]=1.